This data is from Reaction yield outcomes from USPTO patents with 853,638 reactions. The task is: Predict the reaction yield, written as a fraction of the theoretical maximum amount of product (1.0 means a 100% yield; for example, 0.34 means a 34% yield). (1) The reactants are [I:1][C:2]1[CH:7]=[CH:6][NH:5][C:4](=[O:8])[CH:3]=1.I[CH2:10][CH2:11][OH:12].C([O-])([O-])=O.[K+].[K+]. The catalyst is CN(C=O)C. The product is [OH:12][CH2:11][CH2:10][N:5]1[CH:6]=[CH:7][C:2]([I:1])=[CH:3][C:4]1=[O:8]. The yield is 1.00. (2) The reactants are [CH:1]1([C:7]2[C:15]3[C:10](=[CH:11][C:12]([C:16]([OH:18])=[O:17])=[CH:13][CH:14]=3)[N:9]([CH2:19][C:20]([N:22]3[CH2:27][CH2:26][O:25][CH2:24][CH2:23]3)=[O:21])[C:8]=2[C:28]2[CH:33]=[CH:32][C:31]([C:34]3[CH:39]=[CH:38][C:37](N(C)C)=[CH:36][CH:35]=3)=[CH:30][CH:29]=2)[CH2:6][CH2:5][CH2:4][CH2:3][CH2:2]1.COC(C1C=C2C(C(C3CCCCC3)=C(C3C=CC(OS(C(F)(F)F)(=O)=O)=CC=3)N2CC(N2CCOCC2)=O)=CC=1)=O.C1(B(O)O)C=CC=CC=1. No catalyst specified. The product is [C:31]1([C:34]2[CH:39]=[CH:38][CH:37]=[CH:36][CH:35]=2)[CH:32]=[CH:33][C:28]([C:8]2[N:9]([CH2:19][C:20]([N:22]3[CH2:27][CH2:26][O:25][CH2:24][CH2:23]3)=[O:21])[C:10]3[C:15]([C:7]=2[CH:1]2[CH2:6][CH2:5][CH2:4][CH2:3][CH2:2]2)=[CH:14][CH:13]=[C:12]([C:16]([OH:18])=[O:17])[CH:11]=3)=[CH:29][CH:30]=1. The yield is 0.190. (3) The reactants are [CH3:1][S:2]([C:5]1[CH:6]=[C:7]([CH:11]=[CH:12][CH:13]=1)[C:8](O)=[O:9])(=[O:4])=[O:3].[H-].[Al+3].[Li+].[H-].[H-].[H-].O. The catalyst is O1CCCC1. The product is [CH3:1][S:2]([C:5]1[CH:6]=[C:7]([CH2:8][OH:9])[CH:11]=[CH:12][CH:13]=1)(=[O:3])=[O:4]. The yield is 0.510.